This data is from Catalyst prediction with 721,799 reactions and 888 catalyst types from USPTO. The task is: Predict which catalyst facilitates the given reaction. Reactant: [F:1][C:2]([F:48])([F:47])[C:3]1[CH:4]=[C:5]([C@@H:13]2[C@@H:17]3[CH2:18][CH2:19][CH2:20][C@@H:21]([C:22]4[CH:27]=[C:26]([C:28]([F:31])([F:30])[F:29])[CH:25]=[CH:24][C:23]=4[C:32]4[C:37]([O:38][CH3:39])=[CH:36][CH:35]=[C:34]([CH2:40][CH2:41][C:42]([NH:44][NH2:45])=[O:43])[CH:33]=4)[N:16]3[C:15](=[O:46])[O:14]2)[CH:6]=[C:7]([C:9]([F:12])([F:11])[F:10])[CH:8]=1.C(=O)(O)[O-].[Na+].O.[N:55]#[C:56]Br. Product: [NH2:55][C:56]1[O:43][C:42]([CH2:41][CH2:40][C:34]2[CH:35]=[CH:36][C:37]([O:38][CH3:39])=[C:32]([C:23]3[CH:24]=[CH:25][C:26]([C:28]([F:31])([F:30])[F:29])=[CH:27][C:22]=3[C@H:21]3[N:16]4[C:15](=[O:46])[O:14][C@H:13]([C:5]5[CH:4]=[C:3]([C:2]([F:1])([F:47])[F:48])[CH:8]=[C:7]([C:9]([F:11])([F:10])[F:12])[CH:6]=5)[C@@H:17]4[CH2:18][CH2:19][CH2:20]3)[CH:33]=2)=[N:44][N:45]=1. The catalyst class is: 12.